This data is from Forward reaction prediction with 1.9M reactions from USPTO patents (1976-2016). The task is: Predict the product of the given reaction. (1) Given the reactants I[C:2]1[CH:3]=[C:4]([CH3:9])[CH:5]=[C:6]([CH3:8])[CH:7]=1.[CH:10]1([SH:16])[CH2:15][CH2:14][CH2:13][CH2:12][CH2:11]1.C([O-])([O-])=O.[K+].[K+].C(O)CO, predict the reaction product. The product is: [CH3:8][C:6]1[CH:7]=[C:2]([S:16][CH:10]2[CH2:15][CH2:14][CH2:13][CH2:12][CH2:11]2)[CH:3]=[C:4]([CH3:9])[CH:5]=1. (2) Given the reactants FC(F)(F)C(O)=O.[F:8][C:9]1[CH:27]=[C:26]([S:28]([CH3:31])(=[O:30])=[O:29])[C:25]([F:32])=[CH:24][C:10]=1[CH2:11][N:12]1[CH2:16][CH2:15][N:14]([CH:17]2[CH2:22][CH2:21][NH:20][CH2:19][CH2:18]2)[C:13]1=[O:23].C([O-])(O)=O.[Na+].[N:38]#[C:39]Br, predict the reaction product. The product is: [F:8][C:9]1[CH:27]=[C:26]([S:28]([CH3:31])(=[O:30])=[O:29])[C:25]([F:32])=[CH:24][C:10]=1[CH2:11][N:12]1[CH2:16][CH2:15][N:14]([CH:17]2[CH2:22][CH2:21][N:20]([C:39]#[N:38])[CH2:19][CH2:18]2)[C:13]1=[O:23]. (3) Given the reactants [Cl:1][C:2]1[CH:7]=[CH:6][CH:5]=[C:4]([Cl:8])[C:3]=1[CH2:9][S:10]([C:13]1[CH:14]=[C:15]2[C:19](=[CH:20][CH:21]=1)[NH:18][C:17](=[O:22])/[C:16]/2=[CH:23]\[C:24]1[NH:28][C:27]([CH3:29])=[C:26]([C:30](O)=[O:31])[C:25]=1[CH3:33])(=[O:12])=[O:11].CCN=C=NCCCN(C)C.C1C=CC2N(O)N=NC=2C=1.C(N(CC)CC)C.[CH:62]1([NH:65][CH2:66][C@H:67]2[CH2:71][CH2:70][CH2:69][NH:68]2)[CH2:64][CH2:63]1.C(=O)(O)[O-].[Na+], predict the reaction product. The product is: [CH:62]1([NH:65][CH2:66][C@H:67]2[CH2:71][CH2:70][CH2:69][N:68]2[C:30]([C:26]2[C:25]([CH3:33])=[C:24](/[CH:23]=[C:16]3\[C:17](=[O:22])[NH:18][C:19]4[C:15]\3=[CH:14][C:13]([S:10]([CH2:9][C:3]3[C:2]([Cl:1])=[CH:7][CH:6]=[CH:5][C:4]=3[Cl:8])(=[O:11])=[O:12])=[CH:21][CH:20]=4)[NH:28][C:27]=2[CH3:29])=[O:31])[CH2:64][CH2:63]1. (4) Given the reactants Cl.[S:2]1[C:10]2[CH2:9][CH2:8][NH:7][CH2:6][C:5]=2[CH:4]=[CH:3]1.[C-:11]#[N:12].[Na+].[Cl:14][C:15]1[CH:22]=[CH:21][CH:20]=[CH:19][C:16]=1[CH:17]=O.S(S([O-])=O)([O-])(=O)=O.[Na+].[Na+], predict the reaction product. The product is: [Cl:14][C:15]1[CH:22]=[CH:21][CH:20]=[CH:19][C:16]=1[CH:17]([N:7]1[CH2:8][CH2:9][C:10]2[S:2][CH:3]=[CH:4][C:5]=2[CH2:6]1)[C:11]#[N:12]. (5) The product is: [NH2:26][C:22]1[O:12][C:7]2[C:8]([CH:20]([C:16]3[CH:17]=[N:18][CH:19]=[C:14]([Br:13])[CH:15]=3)[C:23]=1[C:24]#[N:25])=[CH:9][CH:10]=[C:11]1[N:3]([CH2:2][OH:1])[CH:4]=[CH:5][C:6]=21. Given the reactants [OH:1][CH2:2][N:3]1[C:11]2[C:6](=[C:7]([OH:12])[CH:8]=[CH:9][CH:10]=2)[CH:5]=[CH:4]1.[Br:13][C:14]1[CH:15]=[C:16]([CH:20]=O)[CH:17]=[N:18][CH:19]=1.[C:22](#[N:26])[CH2:23][C:24]#[N:25].N1CCCCC1, predict the reaction product.